This data is from Experimentally validated miRNA-target interactions with 360,000+ pairs, plus equal number of negative samples. The task is: Binary Classification. Given a miRNA mature sequence and a target amino acid sequence, predict their likelihood of interaction. (1) The miRNA is hsa-miR-5692b with sequence AAUAAUAUCACAGUAGGUGU. The protein sequence of the target gene is MAALGHLAGEAAAAPGPGTPCASRGARLPGPVSSARNPSTVCLCPEQPTCSNADSRAHPLGDEGGTASKKQKNKKKTRNRASVANGGEKASEKLAPEEVPLSAEAQAQQLAQELAWCVEQLELGLKRQKPTPKQKEQAIGAIRTLRSKRTPLPRKRQLMHSLFGDYRAQMEAEWREALRALRAAAYSAQVQPVDGATRKKSQRVCRPRSIWRAKATLDMPDEEFRFNFF. Result: 1 (interaction). (2) The miRNA is mmu-miR-5119 with sequence CAUCUCAUCCUGGGGCUGG. The protein sequence of the target gene is MVLGGCPVSYLLLCGQAALLLGNLLLLHCVSRSHSQNATAEPELTSAGAAQPEGPGGAASWEYGDPHSPVILCSYLPDEFIECEDPVDHVGNATASQELGYGCLKFGGQAYSDVEHTSVQCHALDGIECASPRTFLRENKPCIKYTGHYFITTLLYSFFLGCFGVDRFCLGHTGTAVGKLLTLGGLGIWWFVDLILLITGGLMPSDGSNWCTVY. Result: 0 (no interaction). (3) The miRNA is hsa-miR-335-5p with sequence UCAAGAGCAAUAACGAAAAAUGU. The protein sequence of the target gene is MRRKTRNFKHKTVKDNKVLTEGSDQESEKDNSQCCDPATNERVQAEKRQYVCTECGKAFSQSANLTVHERIHTGEKPYKCKECGKAFSHSSNLVVHRRIHTGLKPYTCSECGKSFSGKSHLIRHQGIHSGEKTYECKECGKAFSRSSGLISHHRVHTGEKPYSCIECGKAFSRSSNLTQHQRMHRGKKVYKCKECGKTCGSNTKIMDHQRIHTGEKPYECDECGKTFILRKTLNEHQRLHRREKPYKCNECGKAFTSNRNLVDHQRVHTGEKPYKCNECGKTFRQTSQVILHLRTHTKEK.... Result: 1 (interaction).